From a dataset of Catalyst prediction with 721,799 reactions and 888 catalyst types from USPTO. Predict which catalyst facilitates the given reaction. (1) Reactant: [CH2:1]([NH:7][C:8]([N:10]1[C:18](=[O:19])[C:17]2[C:12](=[N:13][C:14]([Cl:21])=[CH:15][C:16]=2[CH3:20])[NH:11]1)=[O:9])[CH2:2][CH2:3][CH2:4][CH2:5][CH3:6].Br[CH2:23][C:24]1[CH:29]=[CH:28][CH:27]=[CH:26][CH:25]=1.C(N(CC)CC)C. Product: [CH2:1]([NH:7][C:8]([N:10]1[C:18](=[O:19])[C:17]2[C:12](=[N:13][C:14]([Cl:21])=[CH:15][C:16]=2[CH3:20])[N:11]1[CH2:23][C:24]1[CH:29]=[CH:28][CH:27]=[CH:26][CH:25]=1)=[O:9])[CH2:2][CH2:3][CH2:4][CH2:5][CH3:6]. The catalyst class is: 3. (2) Reactant: [O:1]=[C:2]([NH:22][CH:23]([C:28]1[CH:33]=[CH:32][CH:31]=[C:30]([C:34]([F:37])([F:36])[F:35])[CH:29]=1)[C:24]([F:27])([F:26])[F:25])/[CH:3]=[CH:4]/[C:5]1[CH:6]=[C:7]2[C:11](=[CH:12][CH:13]=1)[CH:10]([NH:14]C(=O)OC(C)(C)C)[CH2:9][CH2:8]2.Cl.O. Product: [NH2:14][CH:10]1[C:11]2[C:7](=[CH:6][C:5](/[CH:4]=[CH:3]/[C:2]([NH:22][CH:23]([C:28]3[CH:33]=[CH:32][CH:31]=[C:30]([C:34]([F:35])([F:36])[F:37])[CH:29]=3)[C:24]([F:25])([F:26])[F:27])=[O:1])=[CH:13][CH:12]=2)[CH2:8][CH2:9]1. The catalyst class is: 12. (3) Reactant: [NH2:1][C:2](=O)[C@@H:3]([NH:23][C:24]([C:26]1([NH:32][C:33](=[O:39])[O:34][C:35]([CH3:38])([CH3:37])[CH3:36])[CH2:31][CH2:30][O:29][CH2:28][CH2:27]1)=[O:25])[CH2:4][C:5]1[CH:10]=[CH:9][C:8]([C:11]2[CH:12]=[CH:13][C:14]3[N:19]([CH3:20])[C:18](=[O:21])[CH2:17][S:16][C:15]=3[CH:22]=2)=[CH:7][CH:6]=1.CC[N+](S(N=C(OC)[O-])(=O)=O)(CC)CC. Product: [C:2]([C@@H:3]([NH:23][C:24]([C:26]1([NH:32][C:33](=[O:39])[O:34][C:35]([CH3:37])([CH3:36])[CH3:38])[CH2:31][CH2:30][O:29][CH2:28][CH2:27]1)=[O:25])[CH2:4][C:5]1[CH:10]=[CH:9][C:8]([C:11]2[CH:12]=[CH:13][C:14]3[N:19]([CH3:20])[C:18](=[O:21])[CH2:17][S:16][C:15]=3[CH:22]=2)=[CH:7][CH:6]=1)#[N:1]. The catalyst class is: 4. (4) Reactant: [Cl:1][C:2]1[CH:7]=[CH:6][C:5]([C:8]2[N:9]=[C:10]([CH2:13][O:14][C:15]3[CH:16]=[C:17]([CH2:21]O)[CH:18]=[CH:19][CH:20]=3)[S:11][CH:12]=2)=[CH:4][CH:3]=1.C1(P(C2C=CC=CC=2)C2C=CC=CC=2)C=CC=CC=1.[C:42]1(=[O:52])[NH:46][C:45](=[O:47])[C:44]2=[CH:48][CH:49]=[CH:50][CH:51]=[C:43]12.CCOC(/N=N/C(OCC)=O)=O. Product: [Cl:1][C:2]1[CH:3]=[CH:4][C:5]([C:8]2[N:9]=[C:10]([CH2:13][O:14][C:15]3[CH:16]=[C:17]([CH2:21][N:46]4[C:45](=[O:47])[C:44]5=[CH:48][CH:49]=[CH:50][CH:51]=[C:43]5[C:42]4=[O:52])[CH:18]=[CH:19][CH:20]=3)[S:11][CH:12]=2)=[CH:6][CH:7]=1. The catalyst class is: 7. (5) Reactant: [CH3:1][C:2]1[C:3]([C:28]2[CH:33]=[CH:32][CH:31]=[C:30]([O:34][CH3:35])[CH:29]=2)=[C:4]([O:14][C:15]2[CH:20]=[CH:19][C:18](/[CH:21]=[CH:22]/[C:23]([O:25]CC)=[O:24])=[CH:17][CH:16]=2)[C:5]2[C:10]([CH:11]=1)=[CH:9][C:8]([O:12][CH3:13])=[CH:7][CH:6]=2.[Li+].[OH-].Cl. Product: [CH3:1][C:2]1[C:3]([C:28]2[CH:33]=[CH:32][CH:31]=[C:30]([O:34][CH3:35])[CH:29]=2)=[C:4]([O:14][C:15]2[CH:16]=[CH:17][C:18](/[CH:21]=[CH:22]/[C:23]([OH:25])=[O:24])=[CH:19][CH:20]=2)[C:5]2[C:10]([CH:11]=1)=[CH:9][C:8]([O:12][CH3:13])=[CH:7][CH:6]=2. The catalyst class is: 1. (6) Reactant: [N:1]([CH2:4][CH2:5][CH:6]1[C:10]2[CH:11]=[C:12]([C:15]#[N:16])[CH:13]=[CH:14][C:9]=2[O:8][CH2:7]1)=[N+]=[N-].C1C=CC(P(C2C=CC=CC=2)C2C=CC=CC=2)=CC=1.O. Product: [NH2:1][CH2:4][CH2:5][CH:6]1[C:10]2[CH:11]=[C:12]([C:15]#[N:16])[CH:13]=[CH:14][C:9]=2[O:8][CH2:7]1. The catalyst class is: 1. (7) Reactant: [CH:1]([C:3]1[CH:8]=[CH:7][C:6]([C@@H:9]2[O:14][CH2:13][CH2:12][N:11]([C:15]([O:17][C:18]([CH3:21])([CH3:20])[CH3:19])=[O:16])[CH2:10]2)=[CH:5][CH:4]=1)=O.[C:22](=O)([O-])[O-].[K+].[K+].[N+](=C(P(=O)(OC)OC)C(=O)C)=[N-].C(=O)(O)[O-].[Na+]. Product: [C:1]([C:3]1[CH:8]=[CH:7][C:6]([C@@H:9]2[O:14][CH2:13][CH2:12][N:11]([C:15]([O:17][C:18]([CH3:21])([CH3:20])[CH3:19])=[O:16])[CH2:10]2)=[CH:5][CH:4]=1)#[CH:22]. The catalyst class is: 125.